Dataset: Catalyst prediction with 721,799 reactions and 888 catalyst types from USPTO. Task: Predict which catalyst facilitates the given reaction. (1) Reactant: C([SiH](CC)CC)C.[CH3:8][O:9][C:10](=[O:41])[C:11]([C:13]1[C:21]2[C:16](=[CH:17][CH:18]=[C:19]([O:22][CH3:23])[CH:20]=2)[NH:15][C:14]=1[C:24]1[CH:29]=[CH:28][C:27]([Cl:30])=[C:26]([S:31](=[O:40])(=[O:39])[NH:32][CH:33]2[CH2:38][CH2:37][CH2:36][CH2:35][CH2:34]2)[CH:25]=1)=O. Product: [CH3:8][O:9][C:10](=[O:41])[CH2:11][C:13]1[C:21]2[C:16](=[CH:17][CH:18]=[C:19]([O:22][CH3:23])[CH:20]=2)[NH:15][C:14]=1[C:24]1[CH:29]=[CH:28][C:27]([Cl:30])=[C:26]([S:31](=[O:39])(=[O:40])[NH:32][CH:33]2[CH2:34][CH2:35][CH2:36][CH2:37][CH2:38]2)[CH:25]=1. The catalyst class is: 67. (2) Reactant: [CH:1]([C:4]1[CH:9]=[CH:8][CH:7]=[CH:6][C:5]=1[N:10]=[C:11]1[NH:15][CH2:14][CH2:13][S:12]1)([CH3:3])[CH3:2].[C:16](=[S:18])=[S:17].[H-].[Na+].[CH3:21]I. Product: [CH:1]([C:4]1[CH:9]=[CH:8][CH:7]=[CH:6][C:5]=1[N:10]=[C:11]1[N:15]([C:16]([S:18][CH3:21])=[S:17])[CH2:14][CH2:13][S:12]1)([CH3:3])[CH3:2]. The catalyst class is: 145.